The task is: Regression. Given two drug SMILES strings and cell line genomic features, predict the synergy score measuring deviation from expected non-interaction effect.. This data is from NCI-60 drug combinations with 297,098 pairs across 59 cell lines. (1) Drug 1: CC(C)NC(=O)C1=CC=C(C=C1)CNNC.Cl. Drug 2: C1C(C(OC1N2C=NC(=NC2=O)N)CO)O. Cell line: HCT116. Synergy scores: CSS=21.8, Synergy_ZIP=-1.97, Synergy_Bliss=-4.03, Synergy_Loewe=-10.2, Synergy_HSA=1.81. (2) Drug 1: CN(C)C1=NC(=NC(=N1)N(C)C)N(C)C. Drug 2: C1=CC(=CC=C1CC(C(=O)O)N)N(CCCl)CCCl.Cl. Cell line: HCC-2998. Synergy scores: CSS=14.2, Synergy_ZIP=5.89, Synergy_Bliss=13.5, Synergy_Loewe=-1.81, Synergy_HSA=8.47. (3) Drug 1: CC1C(C(CC(O1)OC2CC(OC(C2O)C)OC3=CC4=CC5=C(C(=O)C(C(C5)C(C(=O)C(C(C)O)O)OC)OC6CC(C(C(O6)C)O)OC7CC(C(C(O7)C)O)OC8CC(C(C(O8)C)O)(C)O)C(=C4C(=C3C)O)O)O)O. Drug 2: C1=NNC2=C1C(=O)NC=N2. Cell line: NCI-H226. Synergy scores: CSS=42.0, Synergy_ZIP=0.223, Synergy_Bliss=0.501, Synergy_Loewe=-30.6, Synergy_HSA=-0.557. (4) Drug 1: C1CCN(CC1)CCOC2=CC=C(C=C2)C(=O)C3=C(SC4=C3C=CC(=C4)O)C5=CC=C(C=C5)O. Drug 2: CC1C(C(CC(O1)OC2CC(CC3=C2C(=C4C(=C3O)C(=O)C5=C(C4=O)C(=CC=C5)OC)O)(C(=O)CO)O)N)O.Cl. Cell line: DU-145. Synergy scores: CSS=32.6, Synergy_ZIP=3.46, Synergy_Bliss=4.16, Synergy_Loewe=2.66, Synergy_HSA=2.70. (5) Synergy scores: CSS=11.8, Synergy_ZIP=0.521, Synergy_Bliss=-1.22, Synergy_Loewe=-9.93, Synergy_HSA=-2.14. Drug 1: CNC(=O)C1=CC=CC=C1SC2=CC3=C(C=C2)C(=NN3)C=CC4=CC=CC=N4. Cell line: EKVX. Drug 2: C1=NC2=C(N=C(N=C2N1C3C(C(C(O3)CO)O)F)Cl)N. (6) Drug 1: CC1=C2C(C(=O)C3(C(CC4C(C3C(C(C2(C)C)(CC1OC(=O)C(C(C5=CC=CC=C5)NC(=O)C6=CC=CC=C6)O)O)OC(=O)C7=CC=CC=C7)(CO4)OC(=O)C)O)C)OC(=O)C. Drug 2: CC1=C(N=C(N=C1N)C(CC(=O)N)NCC(C(=O)N)N)C(=O)NC(C(C2=CN=CN2)OC3C(C(C(C(O3)CO)O)O)OC4C(C(C(C(O4)CO)O)OC(=O)N)O)C(=O)NC(C)C(C(C)C(=O)NC(C(C)O)C(=O)NCCC5=NC(=CS5)C6=NC(=CS6)C(=O)NCCC[S+](C)C)O. Cell line: SW-620. Synergy scores: CSS=14.9, Synergy_ZIP=-5.44, Synergy_Bliss=-1.77, Synergy_Loewe=-7.61, Synergy_HSA=0.521. (7) Cell line: SK-MEL-2. Drug 2: CCCS(=O)(=O)NC1=C(C(=C(C=C1)F)C(=O)C2=CNC3=C2C=C(C=N3)C4=CC=C(C=C4)Cl)F. Drug 1: CC1=C2C(C(=O)C3(C(CC4C(C3C(C(C2(C)C)(CC1OC(=O)C(C(C5=CC=CC=C5)NC(=O)OC(C)(C)C)O)O)OC(=O)C6=CC=CC=C6)(CO4)OC(=O)C)OC)C)OC. Synergy scores: CSS=46.0, Synergy_ZIP=3.11, Synergy_Bliss=2.04, Synergy_Loewe=-33.5, Synergy_HSA=0.619. (8) Drug 1: CCCS(=O)(=O)NC1=C(C(=C(C=C1)F)C(=O)C2=CNC3=C2C=C(C=N3)C4=CC=C(C=C4)Cl)F. Drug 2: CS(=O)(=O)OCCCCOS(=O)(=O)C. Cell line: SNB-75. Synergy scores: CSS=1.13, Synergy_ZIP=-0.0273, Synergy_Bliss=1.09, Synergy_Loewe=-0.611, Synergy_HSA=-0.385.